Task: Predict the product of the given reaction.. Dataset: Forward reaction prediction with 1.9M reactions from USPTO patents (1976-2016) (1) Given the reactants Br[C:2]1[N:7]2[N:8]=[C:9]([NH2:11])[N:10]=[C:6]2[CH:5]=[CH:4][CH:3]=1.[CH3:12][S:13]([NH:16][C:17]1[CH:18]=[C:19](B(O)O)[CH:20]=[CH:21][CH:22]=1)(=[O:15])=[O:14], predict the reaction product. The product is: [NH2:11][C:9]1[N:10]=[C:6]2[CH:5]=[CH:4][CH:3]=[C:2]([C:21]3[CH:22]=[C:17]([NH:16][S:13]([CH3:12])(=[O:14])=[O:15])[CH:18]=[CH:19][CH:20]=3)[N:7]2[N:8]=1. (2) The product is: [Br:10][C:11]1[CH:16]=[CH:15][C:14]([C:17]2([F:7])[CH2:22][CH2:21][N:20]([CH3:23])[CH2:19][CH2:18]2)=[CH:13][CH:12]=1. Given the reactants CCN(S(F)(F)[F:7])CC.[Br:10][C:11]1[CH:16]=[CH:15][C:14]([C:17]2(O)[CH2:22][CH2:21][N:20]([CH3:23])[CH2:19][CH2:18]2)=[CH:13][CH:12]=1.BrC1C=CC(C2CCN(C)CC=2)=CC=1, predict the reaction product. (3) The product is: [CH:22]1[C:17]2[O:16][C:15]3[C:10]4[C:5]5[C:4]([NH:1][C:11]=4[CH:12]=[CH:13][C:14]=3[C:18]=2[CH:19]=[CH:20][CH:21]=1)=[CH:9][CH:8]=[CH:7][CH:6]=5. Given the reactants [N+:1]([C:4]1[CH:9]=[CH:8][CH:7]=[CH:6][C:5]=1[C:10]1[C:15]2[O:16][C:17]3[CH:22]=[CH:21][CH:20]=[CH:19][C:18]=3[C:14]=2[CH:13]=[CH:12][CH:11]=1)([O-])=O.P(OCC)(OCC)OCC, predict the reaction product. (4) Given the reactants [CH2:1]([C:3]1[C:4]([NH2:10])=[N:5][C:6]([CH3:9])=[CH:7][CH:8]=1)[CH3:2].[CH3:11][C:12]1[C:16]([CH2:17][O:18][C:19]2[CH:24]=[CH:23][C:22]([S:25](Cl)(=[O:27])=[O:26])=[CH:21][CH:20]=2)=[C:15]([CH3:29])[O:14][N:13]=1, predict the reaction product. The product is: [CH3:11][C:12]1[C:16]([CH2:17][O:18][C:19]2[CH:20]=[CH:21][C:22]([S:25]([NH:10][C:4]3[C:3]([CH2:1][CH3:2])=[CH:8][CH:7]=[C:6]([CH3:9])[N:5]=3)(=[O:27])=[O:26])=[CH:23][CH:24]=2)=[C:15]([CH3:29])[O:14][N:13]=1. (5) Given the reactants Br[C:2]1[CH:7]=[CH:6][CH:5]=[C:4]([N:8]2[CH2:12][CH2:11][CH2:10][CH2:9]2)[N:3]=1.[CH3:13][O:14][C:15]([C:17]1[CH:18]=[C:19](B(O)O)[CH:20]=[CH:21][CH:22]=1)=[O:16].C(=O)(O)[O-].[Na+], predict the reaction product. The product is: [N:8]1([C:4]2[N:3]=[C:2]([C:21]3[CH:22]=[C:17]([CH:18]=[CH:19][CH:20]=3)[C:15]([O:14][CH3:13])=[O:16])[CH:7]=[CH:6][CH:5]=2)[CH2:12][CH2:11][CH2:10][CH2:9]1. (6) Given the reactants [Br:1]N1C(=O)CCC1=O.[CH2:9]([O:11][C:12](=[O:20])[C:13]1[CH:18]=[CH:17][CH:16]=[N:15][C:14]=1[CH3:19])[CH3:10].CC(N=NC(C#N)(C)C)(C#N)C.C(=O)(O)[O-].[Na+].[C:38]1([P:44]([C:51]2C=CC=CC=2)[C:45]2C=CC=CC=2)C=CC=CC=1, predict the reaction product. The product is: [Br-:1].[CH2:9]([O:11][C:12]([C:13]1[C:14]([CH2:19][P+:44]([CH3:51])([CH3:45])[CH3:38])=[N:15][CH:16]=[CH:17][CH:18]=1)=[O:20])[CH3:10]. (7) Given the reactants [N:1]([CH:4]1[CH2:13][CH2:12][CH2:11][C:10]2[CH:9]=[C:8]([O:14][S:15]([C:18]([F:21])([F:20])[F:19])(=[O:17])=[O:16])[CH:7]=[CH:6][C:5]1=2)=[N+]=[N-].C1C=CC(P(C2C=CC=CC=2)C2C=CC=CC=2)=CC=1.O.Cl, predict the reaction product. The product is: [NH2:1][CH:4]1[CH2:13][CH2:12][CH2:11][C:10]2[CH:9]=[C:8]([O:14][S:15]([C:18]([F:21])([F:19])[F:20])(=[O:17])=[O:16])[CH:7]=[CH:6][C:5]1=2.